From a dataset of Catalyst prediction with 721,799 reactions and 888 catalyst types from USPTO. Predict which catalyst facilitates the given reaction. (1) Reactant: [CH2:1]([O:8][C:9]([NH:11][C@H:12]([CH2:18][OH:19])[CH2:13][Si:14]([CH3:17])([CH3:16])[CH3:15])=[O:10])[C:2]1[CH:7]=[CH:6][CH:5]=[CH:4][CH:3]=1.C(N(CC)C(C)C)(C)C. Product: [CH2:1]([O:8][C:9]([NH:11][C@H:12]([CH:18]=[O:19])[CH2:13][Si:14]([CH3:15])([CH3:16])[CH3:17])=[O:10])[C:2]1[CH:3]=[CH:4][CH:5]=[CH:6][CH:7]=1. The catalyst class is: 16. (2) Reactant: [F:1][C:2]1[CH:3]=[C:4]([N:17]2[CH2:21][C@H:20]([CH2:22][NH:23][C:24](=O)[CH3:25])[O:19][C:18]2=[O:27])[CH:5]=[CH:6][C:7]=1[CH:8]1[CH2:13][CH2:12][S:11](=[O:15])(=[O:14])[N:10]([CH3:16])[CH2:9]1.COC1C=CC(P2(SP(C3C=CC(OC)=CC=3)(=S)S2)=[S:37])=CC=1. Product: [F:1][C:2]1[CH:3]=[C:4]([N:17]2[CH2:21][C@H:20]([CH2:22][NH:23][C:24](=[S:37])[CH3:25])[O:19][C:18]2=[O:27])[CH:5]=[CH:6][C:7]=1[CH:8]1[CH2:13][CH2:12][S:11](=[O:15])(=[O:14])[N:10]([CH3:16])[CH2:9]1. The catalyst class is: 12. (3) Reactant: [Cl:1][C:2]1[CH:3]=[C:4]2[C:8](=[CH:9][CH:10]=1)[NH:7][CH:6]=[C:5]2[CH2:11][CH2:12][NH:13][C:14](=[O:22])[C:15]1[CH:20]=[CH:19][C:18](I)=[CH:17][CH:16]=1.[CH3:23][O:24][C:25]1[CH:30]=[CH:29][CH:28]=[CH:27][C:26]=1B(O)O.C(=O)([O-])[O-].[Na+].[Na+]. Product: [Cl:1][C:2]1[CH:3]=[C:4]2[C:8](=[CH:9][CH:10]=1)[NH:7][CH:6]=[C:5]2[CH2:11][CH2:12][NH:13][C:14]([C:15]1[CH:20]=[CH:19][C:18]([C:26]2[CH:27]=[CH:28][CH:29]=[CH:30][C:25]=2[O:24][CH3:23])=[CH:17][CH:16]=1)=[O:22]. The catalyst class is: 437. (4) Product: [N:34]([CH2:6][C@@H:7]1[O:11][C:10](=[O:12])[N:9]([C:13]2[CH:18]=[CH:17][C:16]([N:19]3[CH:23]=[C:22]([C:24]([CH3:32])([CH3:31])[O:25][SiH2:26][C:27]([CH3:28])([CH3:30])[CH3:29])[CH:21]=[N:20]3)=[C:15]([F:33])[CH:14]=2)[CH2:8]1)=[N+:35]=[N-:36]. Reactant: CS(O[CH2:6][C@@H:7]1[O:11][C:10](=[O:12])[N:9]([C:13]2[CH:18]=[CH:17][C:16]([N:19]3[CH:23]=[C:22]([C:24]([CH3:32])([CH3:31])[O:25][SiH2:26][C:27]([CH3:30])([CH3:29])[CH3:28])[CH:21]=[N:20]3)=[C:15]([F:33])[CH:14]=2)[CH2:8]1)(=O)=O.[N-:34]=[N+:35]=[N-:36].[Na+]. The catalyst class is: 9. (5) Reactant: [CH2:1]([O:8][C@@H:9]([CH3:14])[C:10](OC)=[O:11])[C:2]1[CH:7]=[CH:6][CH:5]=[CH:4][CH:3]=1.O.[NH2:16][NH2:17]. Product: [CH2:1]([O:8][C@@H:9]([CH3:14])[C:10]([NH:16][NH2:17])=[O:11])[C:2]1[CH:7]=[CH:6][CH:5]=[CH:4][CH:3]=1. The catalyst class is: 5. (6) The catalyst class is: 4. Reactant: [C:9](O[C:9]([O:11][C:12]([CH3:15])([CH3:14])[CH3:13])=[O:10])([O:11][C:12]([CH3:15])([CH3:14])[CH3:13])=[O:10].[NH2:16][C:17]([CH3:23])([CH2:20][CH2:21][CH3:22])[C:18]#[N:19]. Product: [C:18]([C:17]([NH:16][C:9](=[O:10])[O:11][C:12]([CH3:13])([CH3:14])[CH3:15])([CH2:20][CH2:21][CH3:22])[CH3:23])#[N:19]. (7) Reactant: [OH:1][C:2]1[CH:10]=[CH:9][CH:8]=[C:7]2[C:3]=1[CH:4]=[N:5][NH:6]2.[H-].[Na+].[CH2:13](Br)[C:14]1[CH:19]=[CH:18][CH:17]=[CH:16][CH:15]=1. Product: [C:14]1([CH2:13][O:1][C:2]2[CH:10]=[CH:9][CH:8]=[C:7]3[C:3]=2[CH:4]=[N:5][NH:6]3)[CH:19]=[CH:18][CH:17]=[CH:16][CH:15]=1. The catalyst class is: 3.